This data is from NCI-60 drug combinations with 297,098 pairs across 59 cell lines. The task is: Regression. Given two drug SMILES strings and cell line genomic features, predict the synergy score measuring deviation from expected non-interaction effect. (1) Drug 1: CC1=CC=C(C=C1)C2=CC(=NN2C3=CC=C(C=C3)S(=O)(=O)N)C(F)(F)F. Drug 2: CCC1(CC2CC(C3=C(CCN(C2)C1)C4=CC=CC=C4N3)(C5=C(C=C6C(=C5)C78CCN9C7C(C=CC9)(C(C(C8N6C=O)(C(=O)OC)O)OC(=O)C)CC)OC)C(=O)OC)O.OS(=O)(=O)O. Cell line: K-562. Synergy scores: CSS=39.3, Synergy_ZIP=-2.53, Synergy_Bliss=-3.21, Synergy_Loewe=-19.4, Synergy_HSA=-0.833. (2) Drug 1: C1CC(=O)NC(=O)C1N2CC3=C(C2=O)C=CC=C3N. Drug 2: CCCS(=O)(=O)NC1=C(C(=C(C=C1)F)C(=O)C2=CNC3=C2C=C(C=N3)C4=CC=C(C=C4)Cl)F. Cell line: RXF 393. Synergy scores: CSS=1.35, Synergy_ZIP=-3.55, Synergy_Bliss=-5.17, Synergy_Loewe=-4.05, Synergy_HSA=-3.99. (3) Synergy scores: CSS=48.6, Synergy_ZIP=-2.43, Synergy_Bliss=-5.39, Synergy_Loewe=-34.0, Synergy_HSA=-6.12. Cell line: ACHN. Drug 1: C1CN1C2=NC(=NC(=N2)N3CC3)N4CC4. Drug 2: C1CC(=O)NC(=O)C1N2C(=O)C3=CC=CC=C3C2=O. (4) Drug 1: C1CCC(C1)C(CC#N)N2C=C(C=N2)C3=C4C=CNC4=NC=N3. Drug 2: C1C(C(OC1N2C=C(C(=O)NC2=O)F)CO)O. Cell line: RXF 393. Synergy scores: CSS=15.2, Synergy_ZIP=-3.93, Synergy_Bliss=-3.52, Synergy_Loewe=-34.6, Synergy_HSA=-3.13. (5) Drug 1: CC1=C(C(=CC=C1)Cl)NC(=O)C2=CN=C(S2)NC3=CC(=NC(=N3)C)N4CCN(CC4)CCO. Drug 2: CC1=C(N=C(N=C1N)C(CC(=O)N)NCC(C(=O)N)N)C(=O)NC(C(C2=CN=CN2)OC3C(C(C(C(O3)CO)O)O)OC4C(C(C(C(O4)CO)O)OC(=O)N)O)C(=O)NC(C)C(C(C)C(=O)NC(C(C)O)C(=O)NCCC5=NC(=CS5)C6=NC(=CS6)C(=O)NCCC[S+](C)C)O. Cell line: SN12C. Synergy scores: CSS=27.9, Synergy_ZIP=-10.4, Synergy_Bliss=-4.49, Synergy_Loewe=-3.57, Synergy_HSA=1.12. (6) Drug 1: CS(=O)(=O)C1=CC(=C(C=C1)C(=O)NC2=CC(=C(C=C2)Cl)C3=CC=CC=N3)Cl. Drug 2: CC1=C(C(=O)C2=C(C1=O)N3CC4C(C3(C2COC(=O)N)OC)N4)N. Cell line: SK-MEL-5. Synergy scores: CSS=24.4, Synergy_ZIP=-9.01, Synergy_Bliss=-12.0, Synergy_Loewe=-65.6, Synergy_HSA=-14.1. (7) Drug 1: CCC1(CC2CC(C3=C(CCN(C2)C1)C4=CC=CC=C4N3)(C5=C(C=C6C(=C5)C78CCN9C7C(C=CC9)(C(C(C8N6C=O)(C(=O)OC)O)OC(=O)C)CC)OC)C(=O)OC)O.OS(=O)(=O)O. Drug 2: C(CN)CNCCSP(=O)(O)O. Cell line: HOP-92. Synergy scores: CSS=4.16, Synergy_ZIP=-2.32, Synergy_Bliss=-1.60, Synergy_Loewe=-18.9, Synergy_HSA=-5.58. (8) Drug 1: C1=CC=C(C=C1)NC(=O)CCCCCCC(=O)NO. Drug 2: CN(CC1=CN=C2C(=N1)C(=NC(=N2)N)N)C3=CC=C(C=C3)C(=O)NC(CCC(=O)O)C(=O)O. Cell line: OVCAR-8. Synergy scores: CSS=43.0, Synergy_ZIP=0.773, Synergy_Bliss=1.42, Synergy_Loewe=-39.0, Synergy_HSA=0.425. (9) Drug 1: CC12CCC(CC1=CCC3C2CCC4(C3CC=C4C5=CN=CC=C5)C)O. Drug 2: CN1C2=C(C=C(C=C2)N(CCCl)CCCl)N=C1CCCC(=O)O.Cl. Cell line: SK-MEL-28. Synergy scores: CSS=-2.60, Synergy_ZIP=-0.159, Synergy_Bliss=-3.32, Synergy_Loewe=-9.60, Synergy_HSA=-6.37.